Dataset: CYP1A2 inhibition data for predicting drug metabolism from PubChem BioAssay. Task: Regression/Classification. Given a drug SMILES string, predict its absorption, distribution, metabolism, or excretion properties. Task type varies by dataset: regression for continuous measurements (e.g., permeability, clearance, half-life) or binary classification for categorical outcomes (e.g., BBB penetration, CYP inhibition). Dataset: cyp1a2_veith. (1) The compound is CC[C@H](CC[C@H](C)[C@@H]1CC[C@@H]2[C@H]3CC=C4C[C@@H](O)CC[C@]4(C)[C@H]3CC[C@@]12C)C(C)C. The result is 0 (non-inhibitor). (2) The molecule is COc1ccc(CSc2nnnn2C)cc1[N+](=O)[O-]. The result is 1 (inhibitor). (3) The result is 0 (non-inhibitor). The compound is Cc1ccc(NC(=O)c2cc(NC(=O)CCCC(=O)O)ccc2Cl)cc1Cl. (4) The compound is CC[C@H](CO)NC(=O)[C@@H]1C=C2c3cccc4c3c(cn4C)C[C@@H]2N(C)C1. The result is 0 (non-inhibitor).